This data is from Full USPTO retrosynthesis dataset with 1.9M reactions from patents (1976-2016). The task is: Predict the reactants needed to synthesize the given product. (1) Given the product [F:30][C:29]([F:32])([F:31])[CH2:28][N:24]1[C:23]([C:17]2[N:16]=[C:15]3[C:14]4[CH:33]=[CH:34][C:11]([O:10][C@@H:7]([CH2:8][CH3:9])[C:6]([NH2:44])=[O:5])=[CH:12][C:13]=4[O:22][CH2:21][CH2:20][N:19]3[CH:18]=2)=[N:27][CH:26]=[N:25]1, predict the reactants needed to synthesize it. The reactants are: C([O:5][C:6](=O)[C@@H:7]([O:10][C:11]1[CH:34]=[CH:33][C:14]2[C:15]3[N:19]([CH2:20][CH2:21][O:22][C:13]=2[CH:12]=1)[CH:18]=[C:17]([C:23]1[N:24]([CH2:28][C:29]([F:32])([F:31])[F:30])[N:25]=[CH:26][N:27]=1)[N:16]=3)[CH2:8][CH3:9])(C)(C)C.C(O)(C(F)(F)F)=O.C[N:44](C(ON1N=NC2C=CC=NC1=2)=[N+](C)C)C.F[P-](F)(F)(F)(F)F.[Cl-].[NH4+].C(N(CC)CC)C. (2) Given the product [CH3:13][O:12][C:10]([C:9]1[CH:14]=[C:15]([CH:16]=[CH:17][C:8]=1[O:7][S:32]([C:35]([F:38])([F:37])[F:36])(=[O:34])=[O:33])[O:18][C:19]1[CH:24]=[CH:23][C:22]([N+:25]([O-:27])=[O:26])=[C:21]([CH:20]=1)[C:28]([O:30][CH3:31])=[O:29])=[O:11], predict the reactants needed to synthesize it. The reactants are: N1C=CC=CC=1.[OH:7][C:8]1[CH:17]=[CH:16][C:15]([O:18][C:19]2[CH:24]=[CH:23][C:22]([N+:25]([O-:27])=[O:26])=[C:21]([C:28]([O:30][CH3:31])=[O:29])[CH:20]=2)=[CH:14][C:9]=1[C:10]([O:12][CH3:13])=[O:11].[S:32](O[S:32]([C:35]([F:38])([F:37])[F:36])(=[O:34])=[O:33])([C:35]([F:38])([F:37])[F:36])(=[O:34])=[O:33].C(Cl)Cl. (3) Given the product [Cl:1][C:2]1[CH:3]=[CH:4][C:5]([CH2:6][NH:7][C:8]([NH:9][O:10][CH2:11][C:12]([NH:18][C@@H:19]([CH2:42][C:43]2[CH:48]=[CH:47][C:46]([O:49][C:50]([CH3:53])([CH3:51])[CH3:52])=[CH:45][CH:44]=2)[C:20]([N:22]([CH2:32][C:33]2[C:34]3[CH:41]=[CH:40][CH:39]=[CH:38][C:35]=3[S:36][CH:37]=2)[C@@H:23]([CH3:31])[CH:24]([O:28][CH2:29][CH3:30])[O:25][CH2:26][CH3:27])=[O:21])=[O:14])=[O:15])=[CH:16][CH:17]=1, predict the reactants needed to synthesize it. The reactants are: [Cl:1][C:2]1[CH:17]=[CH:16][C:5]([CH2:6][NH:7][C:8](=[O:15])[NH:9][O:10][CH2:11][C:12]([OH:14])=O)=[CH:4][CH:3]=1.[NH2:18][C@@H:19]([CH2:42][C:43]1[CH:48]=[CH:47][C:46]([O:49][C:50]([CH3:53])([CH3:52])[CH3:51])=[CH:45][CH:44]=1)[C:20]([N:22]([CH2:32][C:33]1[C:34]2[CH:41]=[CH:40][CH:39]=[CH:38][C:35]=2[S:36][CH:37]=1)[C@@H:23]([CH3:31])[CH:24]([O:28][CH2:29][CH3:30])[O:25][CH2:26][CH3:27])=[O:21]. (4) Given the product [Cl:20][C:21]1[CH:22]=[CH:23][C:24]([O:19][C@@H:16]2[CH2:17][CH2:18][C@H:13]([C:11]([N:8]3[CH2:9][CH2:10][N:5]([CH:1]4[CH2:4][CH2:3][CH2:2]4)[CH2:6][CH2:7]3)=[O:12])[CH2:14][CH2:15]2)=[N:25][CH:26]=1, predict the reactants needed to synthesize it. The reactants are: [CH:1]1([N:5]2[CH2:10][CH2:9][N:8]([C:11]([C@H:13]3[CH2:18][CH2:17][C@H:16]([OH:19])[CH2:15][CH2:14]3)=[O:12])[CH2:7][CH2:6]2)[CH2:4][CH2:3][CH2:2]1.[Cl:20][C:21]1[CH:22]=[CH:23][C:24](O)=[N:25][CH:26]=1. (5) Given the product [CH2:1]([C:8]1[C:9](=[O:21])[N:10]([CH2:15][C:16]([OH:18])=[O:17])[CH:11]=[C:12]([CH3:14])[CH:13]=1)[C:2]1[CH:3]=[CH:4][CH:5]=[CH:6][CH:7]=1, predict the reactants needed to synthesize it. The reactants are: [CH2:1]([C:8]1[C:9](=[O:21])[N:10]([CH2:15][C:16]([O:18]CC)=[O:17])[CH:11]=[C:12]([CH3:14])[CH:13]=1)[C:2]1[CH:7]=[CH:6][CH:5]=[CH:4][CH:3]=1.[OH-].[Na+]. (6) Given the product [CH2:34]([O:36][C:37](=[O:52])[CH2:38][CH2:39][N:40]([C:45]([O:47][C:48]([CH3:51])([CH3:50])[CH3:49])=[O:46])[C@H:41]([CH3:44])[CH2:42][N:53]=[N+:54]=[N-:55])[CH3:35], predict the reactants needed to synthesize it. The reactants are: C1(P(C2C=CC=CC=2)C2C=CC=CC=2)C=CC=CC=1.N(C(OC(C)C)=O)=NC(OC(C)C)=O.[CH2:34]([O:36][C:37](=[O:52])[CH2:38][CH2:39][N:40]([C:45]([O:47][C:48]([CH3:51])([CH3:50])[CH3:49])=[O:46])[C@H:41]([CH3:44])[CH2:42]O)[CH3:35].[N-:53]=[N+:54]=[N-:55]. (7) Given the product [CH:1]([C:4]1[C:12]([C:13](=[O:16])[CH2:14][CH3:15])=[C:7]2[CH:8]=[CH:9][CH:10]=[CH:11][N:6]2[N:5]=1)([CH3:3])[CH3:2], predict the reactants needed to synthesize it. The reactants are: [CH:1]([C:4]1[CH:12]=[C:7]2[CH:8]=[CH:9][CH:10]=[CH:11][N:6]2[N:5]=1)([CH3:3])[CH3:2].[C:13](O[C:13](=[O:16])[CH2:14][CH3:15])(=[O:16])[CH2:14][CH3:15].C([O-])([O-])=O.[K+].[K+]. (8) Given the product [Br:1][C:2]1[CH:3]=[C:4]2[C:9](=[C:10]([CH:21]=[O:22])[CH:11]=1)[N:8]([CH2:12][CH2:13][CH2:14][CH2:15][C:16]([O:18][CH2:19][CH3:20])=[O:17])[CH2:7][CH2:6][CH2:5]2, predict the reactants needed to synthesize it. The reactants are: [Br:1][C:2]1[CH:3]=[C:4]2[C:9](=[CH:10][CH:11]=1)[N:8]([CH2:12][CH2:13][CH2:14][CH2:15][C:16]([O:18][CH2:19][CH3:20])=[O:17])[CH2:7][CH2:6][CH2:5]2.[C:21](=O)([O-])[O-:22].[K+].[K+].